From a dataset of Full USPTO retrosynthesis dataset with 1.9M reactions from patents (1976-2016). Predict the reactants needed to synthesize the given product. (1) Given the product [CH3:13][O:12][C:7]1[N:6]=[C:5]2[C:10]([N:11]=[C:2]([CH3:21])[C:3]3[N:4]2[CH:14]=[N:15][C:16]=3[C:17]([F:20])([F:19])[F:18])=[CH:9][CH:8]=1, predict the reactants needed to synthesize it. The reactants are: Cl[C:2]1[C:3]2[N:4]([CH:14]=[N:15][C:16]=2[C:17]([F:20])([F:19])[F:18])[C:5]2[C:10]([N:11]=1)=[CH:9][CH:8]=[C:7]([O:12][CH3:13])[N:6]=2.[CH3:21][Al](C)C.Cl.[OH-].[Na+]. (2) Given the product [Si:13]([O:7][CH2:6][C@@H:5]([N:1]1[CH2:4][CH2:3][CH2:2]1)[CH3:8])([C:10]([CH3:12])([CH3:11])[CH3:9])([CH3:15])[CH3:14], predict the reactants needed to synthesize it. The reactants are: [N:1]1([C@@H:5]([CH3:8])[CH2:6][OH:7])[CH2:4][CH2:3][CH2:2]1.[CH3:9][C:10]([Si:13](Cl)([CH3:15])[CH3:14])([CH3:12])[CH3:11]. (3) Given the product [C:24]([O:6][C:7]1[CH:20]=[CH:19][C:18]2[C:17](=[O:21])[C:16]3[C:11](=[CH:12][CH:13]=[C:14]([O:22][C:3](=[O:4])[CH2:2][CH2:1][CH2:5][CH2:10][CH2:11][CH2:12][CH2:13][CH2:14][CH2:15][CH2:16][CH2:17][CH2:18][CH2:9][CH2:8][CH2:7][CH2:20][CH3:19])[CH:15]=3)[C:10](=[O:23])[C:9]=2[CH:8]=1)(=[O:42])[CH2:25][CH2:26][CH2:27][CH2:28][CH2:29][CH2:30][CH2:31][CH2:32][CH2:33][CH2:34][CH2:35][CH2:36][CH2:37][CH2:38][CH2:39][CH2:40][CH3:41], predict the reactants needed to synthesize it. The reactants are: [CH2:1]1[CH2:5][O:4][CH2:3][CH2:2]1.[OH:6][C:7]1[CH:20]=[CH:19][C:18]2[C:17](=[O:21])[C:16]3[C:11](=[CH:12][CH:13]=[C:14]([OH:22])[CH:15]=3)[C:10](=[O:23])[C:9]=2[CH:8]=1.[C:24](Cl)(=[O:42])[CH2:25][CH2:26][CH2:27][CH2:28][CH2:29][CH2:30][CH2:31][CH2:32][CH2:33][CH2:34][CH2:35][CH2:36][CH2:37][CH2:38][CH2:39][CH2:40][CH3:41]. (4) Given the product [N+:1]([C:4]1[CH:5]=[C:6]([NH:7][C:22]([CH:20]2[CH2:21][N:18]([C:16]([O:15][C:11]([CH3:14])([CH3:13])[CH3:12])=[O:17])[CH2:19]2)=[O:23])[CH:8]=[CH:9][CH:10]=1)([O-:3])=[O:2], predict the reactants needed to synthesize it. The reactants are: [N+:1]([C:4]1[CH:5]=[C:6]([CH:8]=[CH:9][CH:10]=1)[NH2:7])([O-:3])=[O:2].[C:11]([O:15][C:16]([N:18]1[CH2:21][CH:20]([C:22](O)=[O:23])[CH2:19]1)=[O:17])([CH3:14])([CH3:13])[CH3:12].C(Cl)CCl.Cl. (5) The reactants are: [Cl-].[Cl-].[Ca+2].[C:4]1(=[O:14])[NH:8][C:7](=[O:9])[C:6]2=[CH:10][CH:11]=[CH:12][CH:13]=[C:5]12.S(=O)(=O)(O)O.[N+:20]([O-])([OH:22])=[O:21]. Given the product [N+:20]([C:11]1[CH:10]=[C:6]2[C:5](=[CH:13][CH:12]=1)[C:4](=[O:14])[NH:8][C:7]2=[O:9])([O-:22])=[O:21], predict the reactants needed to synthesize it. (6) Given the product [C:1]([O:5][C:6](=[O:41])[NH:7][CH:8]1[CH2:13][CH2:12][CH:11]([NH:14][C:15](=[O:40])[C:16]2[CH:17]=[C:18]([O:31][C:32]3[CH:37]=[CH:36][C:35]([CH2:38][NH2:39])=[CH:34][CH:33]=3)[CH:19]=[C:20]([O:22][C:23]3[CH:28]=[CH:27][C:26]([CH2:29][NH2:30])=[CH:25][CH:24]=3)[CH:21]=2)[CH2:10][CH2:9]1)([CH3:4])([CH3:2])[CH3:3], predict the reactants needed to synthesize it. The reactants are: [C:1]([O:5][C:6](=[O:41])[NH:7][CH:8]1[CH2:13][CH2:12][CH:11]([NH:14][C:15](=[O:40])[C:16]2[CH:21]=[C:20]([O:22][C:23]3[CH:28]=[CH:27][C:26]([C:29]#[N:30])=[CH:25][CH:24]=3)[CH:19]=[C:18]([O:31][C:32]3[CH:37]=[CH:36][C:35]([C:38]#[N:39])=[CH:34][CH:33]=3)[CH:17]=2)[CH2:10][CH2:9]1)([CH3:4])([CH3:3])[CH3:2]. (7) The reactants are: I[C:2]1[N:10]=[C:9]2[C:5]([N:6]=[CH:7][N:8]2[CH2:11][CH3:12])=[C:4]([NH2:13])[N:3]=1.[CH2:14]([SH:21])[C:15]1[CH:20]=[CH:19][CH:18]=[CH:17][CH:16]=1.[OH-].[Na+].Cl. Given the product [CH2:14]([S:21][C:2]1[N:10]=[C:9]2[C:5]([N:6]=[CH:7][N:8]2[CH2:11][CH3:12])=[C:4]([NH2:13])[N:3]=1)[C:15]1[CH:20]=[CH:19][CH:18]=[CH:17][CH:16]=1, predict the reactants needed to synthesize it. (8) Given the product [Cl:35][C:36]1[CH:41]=[CH:40][C:39]([C:2]2[CH:7]=[CH:6][C:5]([CH:8]3[N:13]4[CH:14]=[N:15][CH:16]=[C:12]4[CH2:11][N:10]([CH2:17][C:18]4[CH:23]=[CH:22][C:21]([O:24][CH3:25])=[CH:20][CH:19]=4)[C:9]3=[O:26])=[CH:4][CH:3]=2)=[CH:38][CH:37]=1, predict the reactants needed to synthesize it. The reactants are: Br[C:2]1[CH:7]=[CH:6][C:5]([CH:8]2[N:13]3[CH:14]=[N:15][CH:16]=[C:12]3[CH2:11][N:10]([CH2:17][C:18]3[CH:23]=[CH:22][C:21]([O:24][CH3:25])=[CH:20][CH:19]=3)[C:9]2=[O:26])=[CH:4][CH:3]=1.P([O-])([O-])([O-])=O.[K+].[K+].[K+].[Cl:35][C:36]1[CH:41]=[CH:40][C:39](B(O)O)=[CH:38][CH:37]=1. (9) Given the product [ClH:24].[ClH:24].[CH2:1]([NH:3][CH2:4][CH2:5][N:6]1[CH2:11][CH2:10][S:9][C:8]2[CH:12]=[C:13]([NH:16][C:17]([C:19]3[S:20][CH:21]=[CH:22][CH:23]=3)=[NH:18])[CH:14]=[CH:15][C:7]1=2)[CH3:2], predict the reactants needed to synthesize it. The reactants are: [CH2:1]([NH:3][CH2:4][CH2:5][N:6]1[CH2:11][CH2:10][S:9][C:8]2[CH:12]=[C:13]([NH:16][C:17]([C:19]3[S:20][CH:21]=[CH:22][CH:23]=3)=[NH:18])[CH:14]=[CH:15][C:7]1=2)[CH3:2].[ClH:24]. (10) Given the product [C:15]([O:14][C:12]([NH:11][C:9]([NH:8][C:6]([O:5][C:1]([CH3:4])([CH3:3])[CH3:2])=[O:7])=[N:10][S:21]([C:20]([F:33])([F:32])[F:19])(=[O:23])=[O:22])=[O:13])([CH3:18])([CH3:17])[CH3:16], predict the reactants needed to synthesize it. The reactants are: [C:1]([O:5][C:6]([NH:8][C:9]([NH:11][C:12]([O:14][C:15]([CH3:18])([CH3:17])[CH3:16])=[O:13])=[NH:10])=[O:7])([CH3:4])([CH3:3])[CH3:2].[F:19][C:20]([F:33])([F:32])[S:21](O[S:21]([C:20]([F:33])([F:32])[F:19])(=[O:23])=[O:22])(=[O:23])=[O:22].OS([O-])(=O)=O.[Na+].